From a dataset of Reaction yield outcomes from USPTO patents with 853,638 reactions. Predict the reaction yield, written as a fraction of the theoretical maximum amount of product (1.0 means a 100% yield; for example, 0.34 means a 34% yield). (1) The reactants are [C:1]([C:5]1[CH:10]=[C:9]([N+:11]([O-])=O)[CH:8]=[C:7]([C:14]([CH3:17])([CH3:16])[CH3:15])[C:6]=1[OH:18])([CH3:4])([CH3:3])[CH3:2]. The catalyst is CO.[Pd]. The product is [C:1]([C:5]1[CH:10]=[C:9]([NH2:11])[CH:8]=[C:7]([C:14]([CH3:17])([CH3:16])[CH3:15])[C:6]=1[OH:18])([CH3:4])([CH3:3])[CH3:2]. The yield is 0.480. (2) The reactants are [Cl:1][C:2]1[N:3]=[N:4][C:5]([Cl:11])=[CH:6][C:7]=1[C:8]([NH2:10])=O. The catalyst is P(Cl)(Cl)(Cl)=O. The product is [Cl:1][C:2]1[N:3]=[N:4][C:5]([Cl:11])=[CH:6][C:7]=1[C:8]#[N:10]. The yield is 0.990. (3) The reactants are F[C:2]1[CH:3]=[C:4]([OH:11])[CH:5]=[CH:6][C:7]=1[N+:8]([O-:10])=[O:9].[CH3:12][S-:13].[Na+].C(=O)([O-])[O-].[K+].[K+].O. The catalyst is CN(C=O)C. The product is [CH3:12][S:13][C:2]1[CH:3]=[C:4]([OH:11])[CH:5]=[CH:6][C:7]=1[N+:8]([O-:10])=[O:9]. The yield is 0.919. (4) The reactants are Br[C:2]1[N:7]=[CH:6][C:5]([C:8]([OH:11])([CH3:10])[CH3:9])=[CH:4][CH:3]=1.C([Li])CCC.[CH2:17]1[O:27][C:20]2([CH2:25][CH2:24][C:23](=[O:26])[CH2:22][CH2:21]2)[O:19][CH2:18]1. The catalyst is C1COCC1.CCOCC. The product is [OH:11][C:8]([C:5]1[CH:4]=[CH:3][C:2]([C:23]2([OH:26])[CH2:24][CH2:25][C:20]3([O:27][CH2:17][CH2:18][O:19]3)[CH2:21][CH2:22]2)=[N:7][CH:6]=1)([CH3:10])[CH3:9]. The yield is 0.420. (5) The product is [CH:18]1([C:16]([NH:15][C:13]2[N:14]=[C:9]3[CH:8]=[CH:7][C:6]([O:5][C:4]4[CH:3]=[C:2]([NH:1][C:29](=[O:30])[C:28]5[CH:32]=[CH:33][CH:34]=[C:26]([C:25]([F:24])([F:35])[F:36])[CH:27]=5)[CH:23]=[CH:22][CH:21]=4)=[N:11][N:10]3[CH:12]=2)=[O:17])[CH2:20][CH2:19]1. The yield is 0.690. The reactants are [NH2:1][C:2]1[CH:3]=[C:4]([CH:21]=[CH:22][CH:23]=1)[O:5][C:6]1[CH:7]=[CH:8][C:9]2[N:10]([CH:12]=[C:13]([NH:15][C:16]([CH:18]3[CH2:20][CH2:19]3)=[O:17])[N:14]=2)[N:11]=1.[F:24][C:25]([F:36])([F:35])[C:26]1[CH:27]=[C:28]([CH:32]=[CH:33][CH:34]=1)[C:29](O)=[O:30].Cl.CN(C)CCCN=C=NCC.ON1C2C=CC=CC=2N=N1. The catalyst is CN(C)C=O. (6) The reactants are Br[C:2]1[S:3][C:4]2[CH:10]=[CH:9][CH:8]=[CH:7][C:5]=2[N:6]=1.[CH3:11][O:12][C:13]1[N:18]=[CH:17][C:16](B(O)O)=[CH:15][CH:14]=1. No catalyst specified. The product is [CH3:11][O:12][C:13]1[N:18]=[CH:17][C:16]([C:2]2[S:3][C:4]3[CH:10]=[CH:9][CH:8]=[CH:7][C:5]=3[N:6]=2)=[CH:15][CH:14]=1. The yield is 0.820.